From a dataset of Full USPTO retrosynthesis dataset with 1.9M reactions from patents (1976-2016). Predict the reactants needed to synthesize the given product. The reactants are: [F:1][C:2]1[CH:7]=[CH:6][C:5]([N:8]2[C:17](=[O:18])[C:16]3[C:11](=[CH:12][C:13]([C:19](=[N:21][OH:22])[NH2:20])=[CH:14][CH:15]=3)[N:10]=[C:9]2[S:23][CH2:24][C:25]([O:27][C:28]([CH3:31])([CH3:30])[CH3:29])=[O:26])=[CH:4][CH:3]=1.[C:32](OC(=O)C)(=O)[CH3:33]. Given the product [F:1][C:2]1[CH:3]=[CH:4][C:5]([N:8]2[C:17](=[O:18])[C:16]3[C:11](=[CH:12][C:13]([C:19]4[N:20]=[C:32]([CH3:33])[O:22][N:21]=4)=[CH:14][CH:15]=3)[N:10]=[C:9]2[S:23][CH2:24][C:25]([O:27][C:28]([CH3:31])([CH3:30])[CH3:29])=[O:26])=[CH:6][CH:7]=1, predict the reactants needed to synthesize it.